The task is: Predict which catalyst facilitates the given reaction.. This data is from Catalyst prediction with 721,799 reactions and 888 catalyst types from USPTO. (1) Reactant: [Br:1]Br.C(Cl)(Cl)(Cl)Cl.[CH3:8][C:9]1[CH:10]=[C:11]([CH:15]=[CH:16][C:17]=1[CH3:18])[C:12]([OH:14])=[O:13].C(OCC)(=O)C. Product: [Br:1][C:16]1[CH:15]=[C:11]([CH:10]=[C:9]([CH3:8])[C:17]=1[CH3:18])[C:12]([OH:14])=[O:13]. The catalyst class is: 81. (2) Reactant: Br[C:2]1[CH:8]=[C:7]([CH3:9])[CH:6]=[CH:5][C:3]=1[NH2:4].[C:10](=[O:13])([O-])[O-].[Na+].[Na+]. Product: [NH2:4][C:3]1[CH:5]=[CH:6][C:7]([CH3:9])=[CH:8][C:2]=1[C:8]1[C:10](=[O:13])[CH2:5][CH2:6][C:7]=1[CH3:9]. The catalyst class is: 73. (3) Reactant: [F:1][C:2]1[CH:7]=[C:6]([C:8]([CH3:12])([CH3:11])[C:9]#[N:10])[CH:5]=[CH:4][C:3]=1[C:13]1[CH:18]=[CH:17][CH:16]=[CH:15][CH:14]=1.[N:19]([Si](C)(C)C)=[N+:20]=[N-:21].C([Sn](=O)CCCC)CCC. Product: [F:1][C:2]1[CH:7]=[C:6]([C:8]([C:9]2[N:19]=[N:20][NH:21][N:10]=2)([CH3:12])[CH3:11])[CH:5]=[CH:4][C:3]=1[C:13]1[CH:14]=[CH:15][CH:16]=[CH:17][CH:18]=1. The catalyst class is: 260. (4) Reactant: [Br:1][C:2]1[CH:11]=[CH:10][C:5]([C:6]([O:8][CH3:9])=[O:7])=[CH:4][C:3]=1[OH:12].Cl[C:14]([F:19])([F:18])C([O-])=O.[Na+].C([O-])([O-])=O.[K+].[K+]. Product: [Br:1][C:2]1[CH:11]=[CH:10][C:5]([C:6]([O:8][CH3:9])=[O:7])=[CH:4][C:3]=1[O:12][CH:14]([F:19])[F:18]. The catalyst class is: 303. (5) Reactant: [O:1]=[S:2]1(=[O:33])[C:7]2[CH:8]=[CH:9][CH:10]=[CH:11][C:6]=2[NH:5][C:4]([C:12]2[C:13](=[O:32])[N:14]([N:23]=[CH:24][C:25]3[CH:30]=[CH:29][CH:28]=[C:27]([CH3:31])[CH:26]=3)[C:15]3[C:20]([C:21]=2[OH:22])=[CH:19][CH:18]=[CH:17][CH:16]=3)=[N:3]1.CO.[BH4-].[Li+].Cl. Product: [O:33]=[S:2]1(=[O:1])[C:7]2[CH:8]=[CH:9][CH:10]=[CH:11][C:6]=2[NH:5][C:4]([C:12]2[C:13](=[O:32])[N:14]([NH:23][CH2:24][C:25]3[CH:30]=[CH:29][CH:28]=[C:27]([CH3:31])[CH:26]=3)[C:15]3[C:20]([C:21]=2[OH:22])=[CH:19][CH:18]=[CH:17][CH:16]=3)=[N:3]1. The catalyst class is: 30.